This data is from Forward reaction prediction with 1.9M reactions from USPTO patents (1976-2016). The task is: Predict the product of the given reaction. (1) Given the reactants C(O[C:6]([NH:8][C@@H:9]([CH:13]([CH3:15])[CH3:14])[C:10]([OH:12])=O)=[O:7])(C)(C)C.IC1C=C(N)C(N)=CC=1.C(N(C(C)C)CC)(C)C.N1([O:43][C:44](N(C)C)=[N+](C)C)C2C=CC=CC=2N=N1.C(=O)([O-])[O-].[Na+].[Na+].C(OC(=O)[NH:63][C@H:64]([C:68](=O)[NH:69][C:70]1[CH:75]=[CH:74][C:73]([I:76])=[CH:72][C:71]=1[NH2:77])[CH:65]([CH3:67])[CH3:66])(C)(C)C.[C:80]([O:84][C:85](=O)N[C@H](C(=O)NC1C=C(I)C=CC=1N)C(C)C)([CH3:83])([CH3:82])C, predict the reaction product. The product is: [OH:43][CH2:44][CH2:85][O:84][C:80]1[CH:82]=[CH:14][C:13]([C@H:9]2[NH:8][C:6](=[O:7])[N:63]([C@H:64]([C:68]3[NH:69][C:70]4[CH:75]=[CH:74][C:73]([I:76])=[CH:72][C:71]=4[N:77]=3)[CH:65]([CH3:66])[CH3:67])[C:10]2=[O:12])=[CH:15][CH:83]=1. (2) The product is: [CH3:26][C:21]1[CH:20]=[C:19]([N+:16]([O-:18])=[O:17])[CH:24]=[CH:23][C:22]=1[O:25][C:2]1[C:11]2[C:6](=[CH:7][C:8]([O:14][CH3:15])=[C:9]([O:12][CH3:13])[CH:10]=2)[N:5]=[CH:4][CH:28]=1. Given the reactants Cl[C:2]1[C:11]2[C:6](=[CH:7][C:8]([O:14][CH3:15])=[C:9]([O:12][CH3:13])[CH:10]=2)[N:5]=[CH:4]N=1.[N+:16]([C:19]1[CH:24]=[CH:23][C:22]([OH:25])=[C:21]([CH3:26])[CH:20]=1)([O-:18])=[O:17].Cl[C:28]1C=CC=CC=1, predict the reaction product. (3) Given the reactants [Cl-].[Al+3].[Cl-].[Cl-].[C:5]1(=[O:15])[O:10][C:8](=[O:9])[C:7]2=[CH:11][CH:12]=[CH:13][CH:14]=[C:6]12.[C:16]1([CH3:24])[CH:21]=[C:20]([CH3:22])[CH:19]=[C:18]([CH3:23])[CH:17]=1.Cl, predict the reaction product. The product is: [CH3:24][C:16]1[CH:21]=[C:20]([CH3:22])[CH:19]=[C:18]([CH3:23])[C:17]=1[C:8]([C:7]1[CH:11]=[CH:12][CH:13]=[CH:14][C:6]=1[C:5]([OH:10])=[O:15])=[O:9]. (4) Given the reactants Br[C:2]1[CH:7]=[C:6]([N+:8]([O-:10])=[O:9])[CH:5]=[CH:4][C:3]=1[F:11].CC([O-])=O.[K+].[B:17]1([B:17]2[O:21][C:20]([CH3:23])([CH3:22])[C:19]([CH3:25])([CH3:24])[O:18]2)[O:21][C:20]([CH3:23])([CH3:22])[C:19]([CH3:25])([CH3:24])[O:18]1, predict the reaction product. The product is: [F:11][C:3]1[CH:4]=[CH:5][C:6]([N+:8]([O-:10])=[O:9])=[CH:7][C:2]=1[B:17]1[O:21][C:20]([CH3:23])([CH3:22])[C:19]([CH3:25])([CH3:24])[O:18]1.